From a dataset of Catalyst prediction with 721,799 reactions and 888 catalyst types from USPTO. Predict which catalyst facilitates the given reaction. (1) Reactant: [F:1][C:2]1[CH:7]=[CH:6][C:5]([C:8]2[C:9]([O:21][CH2:22][C:23]3[CH:28]=[CH:27][CH:26]=[CH:25][CH:24]=3)=[CH:10][CH:11]=[C:12]([CH2:14][CH2:15][O:16]S(C)(=O)=O)[CH:13]=2)=[CH:4][CH:3]=1.[OH-].[Na+].Cl. Product: [F:1][C:2]1[CH:7]=[CH:6][C:5]([C:8]2[C:9]([O:21][CH2:22][C:23]3[CH:24]=[CH:25][CH:26]=[CH:27][CH:28]=3)=[CH:10][CH:11]=[C:12]([CH2:14][CH2:15][OH:16])[CH:13]=2)=[CH:4][CH:3]=1. The catalyst class is: 24. (2) Reactant: [CH:1](=[C:8]1/[O:9][C:10]2[CH:17]=[C:16]([O:18][CH3:19])[CH:15]=[C:14]([O:20]C)[C:11]=2[C:12]/1=[O:13])/[C:2]1[CH:7]=[CH:6][CH:5]=[CH:4][CH:3]=1.B(Br)(Br)Br.O. Product: [CH:1](=[C:8]1/[O:9][C:10]2[CH:17]=[C:16]([O:18][CH3:19])[CH:15]=[C:14]([OH:20])[C:11]=2[C:12]/1=[O:13])/[C:2]1[CH:3]=[CH:4][CH:5]=[CH:6][CH:7]=1. The catalyst class is: 4. (3) Reactant: [NH2:1][C:2]1[C:3]([C:15]([NH:17][CH3:18])=[O:16])=[N:4][C:5]([C:8]2[CH:13]=[CH:12][CH:11]=[C:10]([NH2:14])[CH:9]=2)=[CH:6][N:7]=1.C(N(CC)CC)C.[C:26](Cl)(=[O:35])[C:27]1[CH:32]=[CH:31][C:30]([O:33][CH3:34])=[CH:29][CH:28]=1. Product: [NH2:1][C:2]1[C:3]([C:15]([NH:17][CH3:18])=[O:16])=[N:4][C:5]([C:8]2[CH:13]=[CH:12][CH:11]=[C:10]([NH:14][C:26]([C:27]3[CH:32]=[CH:31][C:30]([O:33][CH3:34])=[CH:29][CH:28]=3)=[O:35])[CH:9]=2)=[CH:6][N:7]=1. The catalyst class is: 7. (4) Reactant: [Br:1][C:2]1[CH:3]=[C:4]2[C:8](=[C:9]([C:11]([O:13]CC)=[O:12])[CH:10]=1)[NH:7][CH:6]=[C:5]2[CH:16]1[CH2:20][CH2:19][S:18](=[O:22])(=[O:21])[CH2:17]1.[OH-].[Na+]. Product: [Br:1][C:2]1[CH:3]=[C:4]2[C:8](=[C:9]([C:11]([OH:13])=[O:12])[CH:10]=1)[NH:7][CH:6]=[C:5]2[CH:16]1[CH2:20][CH2:19][S:18](=[O:21])(=[O:22])[CH2:17]1. The catalyst class is: 72. (5) Reactant: [OH:1][C@H:2]([C:24]1[CH:25]=[N:26][CH:27]=[CH:28][CH:29]=1)[CH2:3][N:4]([CH2:12][C@H:13]1[CH2:22][CH2:21][C:20]2[C:15](=[CH:16][CH:17]=[C:18]([I:23])[CH:19]=2)[O:14]1)[C:5](=[O:11])[O:6][C:7]([CH3:10])([CH3:9])[CH3:8].[CH3:30][C:31]([Si:34](Cl)([CH3:36])[CH3:35])([CH3:33])[CH3:32].N1C=CN=C1.C([O-])(O)=O.[Na+]. Product: [Si:34]([O:1][C@H:2]([C:24]1[CH:25]=[N:26][CH:27]=[CH:28][CH:29]=1)[CH2:3][N:4]([CH2:12][C@H:13]1[CH2:22][CH2:21][C:20]2[C:15](=[CH:16][CH:17]=[C:18]([I:23])[CH:19]=2)[O:14]1)[C:5](=[O:11])[O:6][C:7]([CH3:10])([CH3:8])[CH3:9])([C:31]([CH3:33])([CH3:32])[CH3:30])([CH3:36])[CH3:35]. The catalyst class is: 3. (6) The catalyst class is: 6. Reactant: [NH:1]([CH2:6][C:7]([OH:9])=[O:8])[CH2:2][C:3]([OH:5])=[O:4].[P:10]([OH:13])([OH:12])[OH:11].P(=O)(O)(O)O.[CH2:19]=O. Product: [P:10]([CH2:19][N:1]([CH2:6][C:7]([OH:9])=[O:8])[CH2:2][C:3]([OH:5])=[O:4])([OH:13])([OH:12])=[O:11].